Dataset: Reaction yield outcomes from USPTO patents with 853,638 reactions. Task: Predict the reaction yield, written as a fraction of the theoretical maximum amount of product (1.0 means a 100% yield; for example, 0.34 means a 34% yield). (1) The reactants are [Si]([O:8][C@@H:9]1[C@@H:14]([CH3:15])[CH2:13][N:12]([C:16]2[CH:21]=[CH:20][N:19]=[CH:18][C:17]=2[NH:22][C:23]([C:25]2[CH:34]=[CH:33][C:32]3[C:27](=[CH:28][C:29]([N:35]4[CH2:39][CH2:38][CH:37]([C:40]([F:43])([F:42])[F:41])[CH2:36]4)=[CH:30][CH:31]=3)[N:26]=2)=[O:24])[CH2:11][C@H:10]1[NH:44]C(=O)OC(C)(C)C)(C(C)(C)C)(C)C.O1CCOCC1. The catalyst is Cl. The product is [NH2:44][C@H:10]1[C@H:9]([OH:8])[C@@H:14]([CH3:15])[CH2:13][N:12]([C:16]2[CH:21]=[CH:20][N:19]=[CH:18][C:17]=2[NH:22][C:23]([C:25]2[CH:34]=[CH:33][C:32]3[C:27](=[CH:28][C:29]([N:35]4[CH2:39][CH2:38][CH:37]([C:40]([F:43])([F:42])[F:41])[CH2:36]4)=[CH:30][CH:31]=3)[N:26]=2)=[O:24])[CH2:11]1. The yield is 0.0600. (2) The reactants are NCC(C1NC2C(C=1)=CC=CN=2)OC1CCCCO1.[Cl:20][C:21]1[CH:29]=[CH:28][N:27]=[C:26]2[C:22]=1[CH:23]=[C:24]([CH:30]([O:43][CH:44]1[CH2:49][CH2:48][CH2:47][CH2:46][O:45]1)[CH2:31][N:32]1C(=O)C3=CC=CC=C3C1=O)[NH:25]2.NN.O. The catalyst is CCO. The product is [NH2:32][CH2:31][CH:30]([C:24]1[NH:25][C:26]2[C:22]([CH:23]=1)=[C:21]([Cl:20])[CH:29]=[CH:28][N:27]=2)[O:43][CH:44]1[CH2:49][CH2:48][CH2:47][CH2:46][O:45]1. The yield is 0.970. (3) The reactants are [F:1][C:2]1[CH:3]=[C:4]([C:9]2[CH:10]=[C:11]([CH3:19])[C:12]([CH3:18])=[C:13]([CH:17]=2)[C:14]([OH:16])=O)[CH:5]=[C:6]([F:8])[CH:7]=1.C(Cl)(C(Cl)=O)=O.[NH2:26][C:27]1[C:28]([F:35])=[C:29]([OH:34])[CH:30]=[CH:31][C:32]=1[F:33].C([O-])(O)=O.[Na+]. The catalyst is C(Cl)Cl.CN(C=O)C.C1COCC1.O. The product is [F:35][C:28]1[C:29]([OH:34])=[CH:30][CH:31]=[C:32]([F:33])[C:27]=1[NH:26][C:14](=[O:16])[C:13]1[CH:17]=[C:9]([C:4]2[CH:5]=[C:6]([F:8])[CH:7]=[C:2]([F:1])[CH:3]=2)[CH:10]=[C:11]([CH3:19])[C:12]=1[CH3:18]. The yield is 0.150. (4) The reactants are [C:1]1([C:7]2[C:15]3[C:10](=[CH:11][CH:12]=[CH:13][CH:14]=3)[NH:9][C:8]=2[C:16]([O:18]CC)=O)[CH:6]=[CH:5][CH:4]=[CH:3][CH:2]=1.O.[NH2:22][NH2:23]. The catalyst is C(O)C. The product is [C:1]1([C:7]2[C:15]3[C:10](=[CH:11][CH:12]=[CH:13][CH:14]=3)[NH:9][C:8]=2[C:16]([NH:22][NH2:23])=[O:18])[CH:6]=[CH:5][CH:4]=[CH:3][CH:2]=1. The yield is 0.740. (5) The reactants are [N+:1]([C:4]1[CH:11]=[N:10][CH:9]=[CH:8][C:5]=1[CH:6]=[O:7])([O-:3])=[O:2].[CH2:12](O)[CH2:13][OH:14].C1(C)C=CC(S(O)(=O)=O)=CC=1. The catalyst is C1(C)C=CC=CC=1. The product is [O:7]1[CH2:12][CH2:13][O:14][CH:6]1[C:5]1[CH:8]=[CH:9][N:10]=[CH:11][C:4]=1[N+:1]([O-:3])=[O:2]. The yield is 0.780. (6) The reactants are I[C:2]1[NH:6][C:5]([CH3:7])=[N:4][C:3]=1[CH:8]=[O:9].[CH3:10][C:11]1[CH:20]=[C:19]([CH3:21])[C:18](B2OC(C)(C)C(C)(C)O2)=[CH:17][C:12]=1[C:13]([O:15][CH3:16])=[O:14].C(=O)([O-])[O-].[K+].[K+]. The catalyst is O1CCOCC1.O.C1C=CC(P(C2C=CC=CC=2)[C-]2C=CC=C2)=CC=1.C1C=CC(P(C2C=CC=CC=2)[C-]2C=CC=C2)=CC=1.Cl[Pd]Cl.[Fe+2]. The product is [CH:8]([C:3]1[N:4]=[C:5]([CH3:7])[NH:6][C:2]=1[C:18]1[C:19]([CH3:21])=[CH:20][C:11]([CH3:10])=[C:12]([CH:17]=1)[C:13]([O:15][CH3:16])=[O:14])=[O:9]. The yield is 0.580. (7) The reactants are [Cl:1][C:2]1[N:7]=[CH:6][C:5]([C:8]([C@@H:10]2[CH2:14][O:13][C:12]([CH3:16])([CH3:15])[O:11]2)=[O:9])=[CH:4][C:3]=1[F:17].CCC(C)[BH-](C(C)CC)C(C)CC.[Li+]. No catalyst specified. The product is [Cl:1][C:2]1[N:7]=[CH:6][C:5]([C@@H:8]([C@@H:10]2[CH2:14][O:13][C:12]([CH3:15])([CH3:16])[O:11]2)[OH:9])=[CH:4][C:3]=1[F:17]. The yield is 0.310. (8) The reactants are [CH:1]1[C:6]([F:7])=[CH:5][C:4]([F:8])=[CH:3][C:2]=1[CH2:9][CH:10]([NH2:14])[C:11]([OH:13])=[O:12].S(Cl)([Cl:17])=O.[CH3:19]O. No catalyst specified. The product is [ClH:17].[NH2:14][CH:10]([CH2:9][C:2]1[CH:3]=[C:4]([F:8])[CH:5]=[C:6]([F:7])[CH:1]=1)[C:11]([O:13][CH3:19])=[O:12]. The yield is 0.980. (9) The reactants are Cl[C:2]1[CH:7]=[C:6]([C:8]#[N:9])[CH:5]=[CH:4][N:3]=1.O.C(=O)(O)[O-].[Na+].[F:16][C:17]([F:28])([F:27])[C:18]1[CH:23]=[CH:22][C:21](B(O)O)=[CH:20][CH:19]=1. The catalyst is C(COC)OC. The product is [F:16][C:17]([F:28])([F:27])[C:18]1[CH:23]=[CH:22][C:21]([C:2]2[CH:7]=[C:6]([C:8]#[N:9])[CH:5]=[CH:4][N:3]=2)=[CH:20][CH:19]=1. The yield is 0.470. (10) The reactants are [F:1][CH:2]([F:11])[O:3][C:4]1[C:5]([OH:10])=[N:6][CH:7]=[CH:8][CH:9]=1.C([O-])(=O)C.[Na+].[Br:17]Br. The catalyst is C(O)(=O)C. The product is [Br:17][C:8]1[CH:9]=[C:4]([O:3][CH:2]([F:1])[F:11])[C:5]([OH:10])=[N:6][CH:7]=1. The yield is 0.550.